The task is: Binary Classification. Given a T-cell receptor sequence (or CDR3 region) and an epitope sequence, predict whether binding occurs between them.. This data is from TCR-epitope binding with 47,182 pairs between 192 epitopes and 23,139 TCRs. (1) The epitope is RQLLFVVEV. The TCR CDR3 sequence is CACSFSKNTEAFF. Result: 0 (the TCR does not bind to the epitope). (2) The epitope is GLCTLVAML. The TCR CDR3 sequence is CASSLAGTSYYNEQFF. Result: 1 (the TCR binds to the epitope). (3) The epitope is YLNTLTLAV. The TCR CDR3 sequence is CASTAGGAVGFNEQFF. Result: 1 (the TCR binds to the epitope). (4) The epitope is HTTDPSFLGRY. The TCR CDR3 sequence is CASSLGGGNSNQPQHF. Result: 1 (the TCR binds to the epitope). (5) The epitope is EIYKRWII. The TCR CDR3 sequence is CASSLGSSGETQYF. Result: 0 (the TCR does not bind to the epitope). (6) The epitope is KLWAQCVQL. The TCR CDR3 sequence is CASSQVAGLSGELFF. Result: 1 (the TCR binds to the epitope). (7) The TCR CDR3 sequence is CASRIIPGQGTDTQYF. Result: 0 (the TCR does not bind to the epitope). The epitope is FLYALALLL.